From a dataset of Full USPTO retrosynthesis dataset with 1.9M reactions from patents (1976-2016). Predict the reactants needed to synthesize the given product. (1) Given the product [CH3:1][N:2]([CH2:11][CH2:10][C:9]([O:13][CH2:14][CH:15]([O:16][C:17](=[O:20])[CH2:18][CH2:19][N:2]([CH3:1])[C:3]1[CH:8]=[CH:7][CH:6]=[CH:5][CH:4]=1)[CH2:21][O:22][C:23](=[O:26])[CH2:24][CH2:25][N:2]([CH3:1])[C:3]1[CH:8]=[CH:7][CH:6]=[CH:5][CH:4]=1)=[O:12])[C:3]1[CH:8]=[CH:7][CH:6]=[CH:5][CH:4]=1, predict the reactants needed to synthesize it. The reactants are: [CH3:1][NH:2][C:3]1[CH:8]=[CH:7][CH:6]=[CH:5][CH:4]=1.[C:9]([O:13][CH2:14][CH:15]([CH2:21][O:22][C:23](=[O:26])[CH:24]=[CH2:25])[O:16][C:17](=[O:20])[CH:18]=[CH2:19])(=[O:12])[CH:10]=[CH2:11]. (2) Given the product [C:16]([C:15]1[CH:18]=[C:11]([C:10]#[C:9][C:4]2[CH:5]=[CH:6][C:7]([F:8])=[C:2]([NH:1][S:20]([CH3:19])(=[O:22])=[O:21])[CH:3]=2)[CH:12]=[N:13][CH:14]=1)#[N:17], predict the reactants needed to synthesize it. The reactants are: [NH2:1][C:2]1[CH:3]=[C:4]([C:9]#[C:10][C:11]2[CH:12]=[N:13][CH:14]=[C:15]([CH:18]=2)[C:16]#[N:17])[CH:5]=[CH:6][C:7]=1[F:8].[CH3:19][S:20](Cl)(=[O:22])=[O:21]. (3) Given the product [C:1]([O:4][CH2:5][CH2:6][C:7]1[C:8]([NH:23][C:20]2[CH:19]=[C:18]([CH:15]3[CH2:17][CH2:16]3)[NH:22][N:21]=2)=[N:9][C:10]([Br:13])=[N:11][CH:12]=1)(=[O:3])[CH3:2], predict the reactants needed to synthesize it. The reactants are: [C:1]([O:4][CH2:5][CH2:6][C:7]1[C:8](Br)=[N:9][C:10]([Br:13])=[N:11][CH:12]=1)(=[O:3])[CH3:2].[CH:15]1([C:18]2[NH:22][N:21]=[C:20]([NH2:23])[CH:19]=2)[CH2:17][CH2:16]1.CCN(C(C)C)C(C)C. (4) Given the product [CH:20]1([N:18]2[CH2:17][CH2:16][N:15]([C:24](=[O:26])[CH2:25][N:10]3[CH2:11][CH2:12][C:5]4[CH:4]=[C:3]([Cl:2])[N:8]=[N:7][C:6]=4[CH2:9]3)[CH2:14][CH2:19]2)[CH2:23][CH2:22][CH2:21]1, predict the reactants needed to synthesize it. The reactants are: Cl.[Cl:2][C:3]1[N:8]=[N:7][C:6]2[CH2:9][NH:10][CH2:11][CH2:12][C:5]=2[CH:4]=1.Cl[CH:14]1[CH2:19][N:18]([CH:20]2[CH2:23][CH2:22][CH2:21]2)[CH2:17][CH2:16][NH:15]1.[C:24](N)(=[O:26])[CH3:25].C([O-])([O-])=O.[K+].[K+].[Na+].[I-]. (5) Given the product [Cl:18][C:19]1[N:20]([CH2:27][C@:28]([OH:29])([CH3:30])[CH2:31][N:12]2[N:11]=[C:10]([C:7]3[CH:6]=[CH:5][C:4]([O:3][C:2]([F:1])([F:16])[F:17])=[CH:9][CH:8]=3)[O:14][C:13]2=[O:15])[CH:21]=[C:22]([N+:24]([O-:26])=[O:25])[N:23]=1, predict the reactants needed to synthesize it. The reactants are: [F:1][C:2]([F:17])([F:16])[O:3][C:4]1[CH:9]=[CH:8][C:7]([C:10]2[O:14][C:13](=[O:15])[NH:12][N:11]=2)=[CH:6][CH:5]=1.[Cl:18][C:19]1[N:20]([CH2:27][C@:28]2([CH3:31])[CH2:30][O:29]2)[CH:21]=[C:22]([N+:24]([O-:26])=[O:25])[N:23]=1.C(=O)([O-])[O-].[K+].[K+].O. (6) The reactants are: [N-:1]=[C:2]=[O:3].[C:4]([O-:8])(=[O:7])[CH:5]=[CH2:6].[C:9](OC(C)COC)(=[O:11])[CH3:10].C(O)CCCCCCCCCCCC. Given the product [C:4]([OH:8])(=[O:7])[CH:5]=[CH2:6].[NH2:1][C:2]([O:11][CH2:9][CH3:10])=[O:3], predict the reactants needed to synthesize it.